From a dataset of Reaction yield outcomes from USPTO patents with 853,638 reactions. Predict the reaction yield, written as a fraction of the theoretical maximum amount of product (1.0 means a 100% yield; for example, 0.34 means a 34% yield). (1) The reactants are [C:1]([O:4][C:5]1[C:13]([CH3:14])=[CH:12][C:8]([C:9](O)=[O:10])=[CH:7][C:6]=1[CH3:15])(=[O:3])[CH3:2].C(Cl)(=O)C([Cl:19])=O. The catalyst is ClCCl.CN(C=O)C. The product is [Cl:19][C:9]([C:8]1[CH:12]=[C:13]([CH3:14])[C:5]([O:4][C:1](=[O:3])[CH3:2])=[C:6]([CH3:15])[CH:7]=1)=[O:10]. The yield is 1.00. (2) The reactants are [F:1][C:2]1[CH:3]=[C:4]([C@@:15]([C:24]2[CH:29]=[CH:28][C:27]([F:30])=[CH:26][CH:25]=2)([NH2:23])[CH2:16][C:17]2[CH:22]=[CH:21][CH:20]=[CH:19][CH:18]=2)[CH:5]=[C:6]([O:8][C:9]([F:14])([F:13])[CH:10]([F:12])[F:11])[CH:7]=1.[F:31][C:32]1[CH:40]=[CH:39][C:35]([C:36](Cl)=[O:37])=[CH:34][C:33]=1[C:41]([F:44])([F:43])[F:42].CCN(CC)CC. The catalyst is C(Cl)Cl. The product is [F:31][C:32]1[CH:40]=[CH:39][C:35]([C:36]([NH:23][C@@:15]([C:4]2[CH:5]=[C:6]([O:8][C:9]([F:14])([F:13])[CH:10]([F:12])[F:11])[CH:7]=[C:2]([F:1])[CH:3]=2)([C:24]2[CH:29]=[CH:28][C:27]([F:30])=[CH:26][CH:25]=2)[CH2:16][C:17]2[CH:22]=[CH:21][CH:20]=[CH:19][CH:18]=2)=[O:37])=[CH:34][C:33]=1[C:41]([F:42])([F:43])[F:44]. The yield is 0.800. (3) The reactants are [O:1]=[C:2]1[CH2:8][CH:7]2[N:9]([C:10]3[C:19]4[C:14](=[CH:15][CH:16]=[CH:17][CH:18]=4)[C:13]([C:20]#[N:21])=[CH:12][CH:11]=3)[CH:4]([CH2:5][CH2:6]2)[CH2:3]1.[CH3:22][Si]([N-][Si](C)(C)C)(C)C.[Li+].IC. The catalyst is C1COCC1. The product is [CH3:22][CH:8]1[C:2](=[O:1])[CH2:3][CH:4]2[N:9]([C:10]3[C:19]4[C:14](=[CH:15][CH:16]=[CH:17][CH:18]=4)[C:13]([C:20]#[N:21])=[CH:12][CH:11]=3)[CH:7]1[CH2:6][CH2:5]2. The yield is 0.200. (4) The reactants are [C:1]([S:5]([N:7]=[C:8]([C:10]1[CH:11]=[C:12]([C:27]([N:29]([CH3:31])[CH3:30])=[O:28])[CH:13]=[C:14]2[C:19]=1[O:18][C:17]([N:20]1[CH2:25][CH2:24][O:23][CH2:22][CH2:21]1)=[CH:16][C:15]2=[O:26])[CH3:9])=[O:6])([CH3:4])([CH3:3])[CH3:2].C(O)(=O)C.[B-]C#N.[Na+].C([O-])([O-])=O.[Na+].[Na+]. The catalyst is C(Cl)Cl.CO. The product is [CH3:4][C:1]([CH3:2])([S@:5]([NH:7][CH:8]([C:10]1[CH:11]=[C:12]([C:27]([N:29]([CH3:31])[CH3:30])=[O:28])[CH:13]=[C:14]2[C:19]=1[O:18][C:17]([N:20]1[CH2:25][CH2:24][O:23][CH2:22][CH2:21]1)=[CH:16][C:15]2=[O:26])[CH3:9])=[O:6])[CH3:3]. The yield is 0.0553. (5) The reactants are [C:1]([N:8]1[CH2:12][C@H:11]([F:13])[CH2:10][C@H:9]1[C:14]([OH:16])=O)([O:3][C:4]([CH3:7])([CH3:6])[CH3:5])=[O:2].[F-].[Na+].[F:19]C1(F)N(C)CCN1C. The catalyst is ClCCl. The product is [C:1]([N:8]1[CH2:12][C@H:11]([F:13])[CH2:10][C@H:9]1[C:14]([F:19])=[O:16])([O:3][C:4]([CH3:7])([CH3:6])[CH3:5])=[O:2]. The yield is 0.900. (6) The reactants are Br[C:2]1[N:3]=[CH:4][C:5]([O:31][CH3:32])=[C:6]2[C:10]([C:11](=[O:30])[C:12]([N:14]3[CH2:23][CH2:22][C:21]4[C:16](=[CH:17][CH:18]=[CH:19][C:20]=4[C:24]4[CH:29]=[CH:28][CH:27]=[CH:26][N:25]=4)[CH2:15]3)=[O:13])=[CH:9][NH:8][C:7]=12.[OH2:33].[CH2:34]([N:36]([CH2:39]C)CC)C.CN. The catalyst is C1C=CC([P]([Pd]([P](C2C=CC=CC=2)(C2C=CC=CC=2)C2C=CC=CC=2)([P](C2C=CC=CC=2)(C2C=CC=CC=2)C2C=CC=CC=2)[P](C2C=CC=CC=2)(C2C=CC=CC=2)C2C=CC=CC=2)(C2C=CC=CC=2)C2C=CC=CC=2)=CC=1.O1CCOCC1. The product is [CH3:32][O:31][C:5]1[CH:4]=[N:3][C:2]([C:34]([NH:36][CH3:39])=[O:33])=[C:7]2[NH:8][CH:9]=[C:10]([C:11](=[O:30])[C:12](=[O:13])[N:14]3[CH2:23][CH2:22][C:21]4[C:16](=[CH:17][CH:18]=[CH:19][C:20]=4[C:24]4[CH:29]=[CH:28][CH:27]=[CH:26][N:25]=4)[CH2:15]3)[C:6]=12. The yield is 0.327. (7) The reactants are [OH:1][C:2]1[CH:7]=[CH:6][C:5]([C:8](=[O:16])[CH2:9][CH2:10][CH2:11][CH2:12][CH2:13][CH2:14][CH3:15])=[CH:4][CH:3]=1.C([O-])([O-])=O.[K+].[K+].II.Br[CH:26]([CH2:32][CH2:33][CH2:34][CH2:35][CH2:36][CH2:37][CH2:38][CH3:39])[C:27]([O:29][CH2:30][CH3:31])=[O:28]. The catalyst is CC(C)=O. The product is [C:8]([C:5]1[CH:4]=[CH:3][C:2]([O:1][CH:26]([CH2:32][CH2:33][CH2:34][CH2:35][CH2:36][CH2:37][CH2:38][CH3:39])[C:27]([O:29][CH2:30][CH3:31])=[O:28])=[CH:7][CH:6]=1)(=[O:16])[CH2:9][CH2:10][CH2:11][CH2:12][CH2:13][CH2:14][CH3:15]. The yield is 0.620. (8) No catalyst specified. The product is [CH:1]1([NH:4][C:5]2[N:10]=[C:9]([C:11]3[C:12]([C:20]4[CH:25]=[CH:24][N:23]=[C:22]([NH:30][CH:27]([CH3:29])[CH3:28])[CH:21]=4)=[N:13][N:14]4[CH:19]=[CH:18][CH:17]=[CH:16][C:15]=34)[CH:8]=[CH:7][N:6]=2)[CH2:3][CH2:2]1. The yield is 0.800. The reactants are [CH:1]1([NH:4][C:5]2[N:10]=[C:9]([C:11]3[C:12]([C:20]4[CH:25]=[CH:24][N:23]=[C:22](F)[CH:21]=4)=[N:13][N:14]4[CH:19]=[CH:18][CH:17]=[CH:16][C:15]=34)[CH:8]=[CH:7][N:6]=2)[CH2:3][CH2:2]1.[CH:27]([NH2:30])([CH3:29])[CH3:28].